This data is from Catalyst prediction with 721,799 reactions and 888 catalyst types from USPTO. The task is: Predict which catalyst facilitates the given reaction. (1) Product: [CH2:3]([N:10]1[C:14]2[CH:15]=[CH:16][C:17]3[CH2:23][CH2:24][C:19](=[O:21])[C:18]=3[C:13]=2[N:12]=[C:11]1[CH3:29])[C:4]1[CH:9]=[CH:8][CH:7]=[CH:6][CH:5]=1. Reactant: [H-].[Na+].[CH2:3]([N:10]1[C:14]2[CH:15]=[CH:16][C:17]([CH2:23][CH2:24]C(OC)=O)=[C:18]([C:19]([O:21]C)=O)[C:13]=2[N:12]=[C:11]1[CH3:29])[C:4]1[CH:9]=[CH:8][CH:7]=[CH:6][CH:5]=1.Cl.[OH-].[Na+]. The catalyst class is: 83. (2) Reactant: C([NH:8][C:9]1[CH:14]=[CH:13][C:12]([C:15]2[CH:16]([CH3:22])[CH2:17][C:18](=[O:21])[NH:19][N:20]=2)=[CH:11][C:10]=1[N+:23]([O-])=O)C1C=CC=CC=1.CO.Cl. Product: [NH2:23][C:10]1[CH:11]=[C:12]([C:15]2[CH:16]([CH3:22])[CH2:17][C:18](=[O:21])[NH:19][N:20]=2)[CH:13]=[CH:14][C:9]=1[NH2:8]. The catalyst class is: 386. (3) Reactant: [CH3:6][CH:7]([CH2:9][AlH][CH2:6][CH:7]([CH3:9])[CH3:8])[CH3:8].[C:10](O)(=O)[C@@H:11]([C@H:13]([C:15](O)=O)O)O.C(O)(=O)C(C(C(O)=O)O)O.[CH2:30]([O:32][CH2:33][CH3:34])C.[Cl-:35].[Na+].[OH2:37]. Product: [Cl:35][C:15]1[CH:13]=[CH:11][C:10]([C:7]([CH3:8])([CH3:9])[CH:6]=[O:37])=[CH:34][C:33]=1[O:32][CH3:30]. The catalyst class is: 93. (4) Reactant: [C:1]1([S:11]([NH2:14])(=[O:13])=[O:12])[C:2]([S:7]([NH2:10])(=[O:9])=[O:8])=[CH:3][CH:4]=[CH:5][CH:6]=1.[Br:15][C:16]1[CH:24]=[CH:23][C:19]([C:20](O)=[O:21])=[C:18]([F:25])[CH:17]=1.Cl.CN(C)CCCN=C=NCC.O. Product: [Br:15][C:16]1[CH:24]=[CH:23][C:19]([C:20]([NH:10][S:7]([C:2]2[CH:3]=[CH:4][CH:5]=[CH:6][C:1]=2[S:11](=[O:13])(=[O:12])[NH2:14])(=[O:9])=[O:8])=[O:21])=[C:18]([F:25])[CH:17]=1. The catalyst class is: 468. (5) Product: [NH2:14][C:13]1[CH:12]=[C:11]([Cl:15])[S:10][C:9]=1[S:6]([NH2:5])(=[O:7])=[O:8]. Reactant: C([NH:5][S:6]([C:9]1[S:10][C:11]([Cl:15])=[CH:12][C:13]=1[NH2:14])(=[O:8])=[O:7])(C)(C)C. The catalyst class is: 33.